The task is: Predict the reactants needed to synthesize the given product.. This data is from Full USPTO retrosynthesis dataset with 1.9M reactions from patents (1976-2016). (1) Given the product [C:1]([O:5][C:6](=[O:27])[NH:7][C:8]([CH3:26])([CH3:25])[CH2:9][C:10]1[C:18]2[C:13](=[C:14]([CH2:19][CH2:20][S:21]([CH3:24])(=[O:23])=[O:22])[CH:15]=[CH:16][CH:17]=2)[NH:12][CH:11]=1)([CH3:3])([CH3:4])[CH3:2], predict the reactants needed to synthesize it. The reactants are: [C:1]([O:5][C:6](=[O:27])[NH:7][C:8]([CH3:26])([CH3:25])[CH2:9][C:10]1[C:18]2[C:13](=[C:14]([CH:19]=[CH:20][S:21]([CH3:24])(=[O:23])=[O:22])[CH:15]=[CH:16][CH:17]=2)[NH:12][CH:11]=1)([CH3:4])([CH3:3])[CH3:2]. (2) Given the product [Cl:31][C:28]1[CH:29]=[CH:30][C:25]([C:22]2[S:23][CH:24]=[C:20]([CH2:19][S:18][C:4]3[C:5]([C:16]#[N:17])=[C:6]([N:10]4[CH2:15][CH2:14][CH2:13][CH2:12][CH2:11]4)[C:7]([C:8]#[N:9])=[C:2]([O:33][CH3:32])[N:3]=3)[N:21]=2)=[CH:26][CH:27]=1, predict the reactants needed to synthesize it. The reactants are: Cl[C:2]1[C:7]([C:8]#[N:9])=[C:6]([N:10]2[CH2:15][CH2:14][CH2:13][CH2:12][CH2:11]2)[C:5]([C:16]#[N:17])=[C:4]([S:18][CH2:19][C:20]2[N:21]=[C:22]([C:25]3[CH:30]=[CH:29][C:28]([Cl:31])=[CH:27][CH:26]=3)[S:23][CH:24]=2)[N:3]=1.[CH3:32][O-:33].[Na+].O. (3) Given the product [Br:8][C:9]1[CH:18]=[CH:17][CH:16]=[C:15]2[C:10]=1[CH2:11][C@H:12]([CH2:19][O:20][Si:30]([C:26]([CH3:29])([CH3:28])[CH3:27])([CH3:33])[CH3:32])[NH:13][CH2:14]2, predict the reactants needed to synthesize it. The reactants are: FC(F)(F)C(O)=O.[Br:8][C:9]1[CH:18]=[CH:17][CH:16]=[C:15]2[C:10]=1[CH2:11][C@H:12]([CH2:19][OH:20])[NH:13][CH2:14]2.N1C=CN=C1.[C:26]([Si:30]([CH3:33])([CH3:32])Cl)([CH3:29])([CH3:28])[CH3:27].BrC1C=CC=C2C=1C[C@H](CO)N(C(OC(C)(C)C)=O)C2. (4) Given the product [CH2:1]([N:3]1[C:12]2[C:7](=[CH:8][C:9]([NH:13][CH:14]3[CH2:15][C:16]4[C:21](=[CH:20][CH:19]=[CH:18][CH:17]=4)[CH2:22]3)=[CH:10][N:11]=2)[C:6](=[O:23])[C:5]([C:24]([OH:26])=[O:25])=[CH:4]1)[CH3:2], predict the reactants needed to synthesize it. The reactants are: [CH2:1]([N:3]1[C:12]2[C:7](=[CH:8][C:9]([NH:13][CH:14]3[CH2:22][C:21]4[C:16](=[CH:17][CH:18]=[CH:19][CH:20]=4)[CH2:15]3)=[CH:10][N:11]=2)[C:6](=[O:23])[C:5]([C:24]([O:26]CC)=[O:25])=[CH:4]1)[CH3:2].[OH-].[Na+].C(O)(=O)CC(CC(O)=O)(C(O)=O)O. (5) Given the product [CH2:6]([O:13][C:23]1[C:22]([F:41])=[C:21]([NH:20][CH:14]2[CH2:15][CH2:16][CH2:17][CH2:18][CH2:19]2)[CH:30]=[C:29]2[C:24]=1[C:25](=[O:39])[C:26]([C:36]([OH:38])=[O:37])=[CH:27][N:28]2[CH:31]1[CH2:35][CH2:34][CH2:33][CH2:32]1)[C:7]1[CH:12]=[CH:11][CH:10]=[CH:9][CH:8]=1, predict the reactants needed to synthesize it. The reactants are: C([Li])CCC.[CH2:6]([OH:13])[C:7]1[CH:12]=[CH:11][CH:10]=[CH:9][CH:8]=1.[CH:14]1([NH:20][C:21]2[CH:30]=[C:29]3[C:24]([C:25](=[O:39])[C:26]([C:36]([OH:38])=[O:37])=[CH:27][N:28]3[CH:31]3[CH2:35][CH2:34][CH2:33][CH2:32]3)=[C:23](F)[C:22]=2[F:41])[CH2:19][CH2:18][CH2:17][CH2:16][CH2:15]1.Cl. (6) Given the product [OH:15][CH2:14][C:8]1[CH:7]=[CH:6][C:5]2[C:10](=[CH:11][CH:12]=[CH:13][C:4]=2[N+:1]([O-:3])=[O:2])[N:9]=1, predict the reactants needed to synthesize it. The reactants are: [N+:1]([C:4]1[CH:13]=[CH:12][CH:11]=[C:10]2[C:5]=1[CH:6]=[CH:7][C:8]([CH:14]=[O:15])=[N:9]2)([O-:3])=[O:2].O1CCCC1.[BH4-].[Na+].O.